Predict the reactants needed to synthesize the given product. From a dataset of Full USPTO retrosynthesis dataset with 1.9M reactions from patents (1976-2016). (1) Given the product [NH2:1][C:2]1[N:3]=[C:4]([Cl:15])[C:5]2[CH2:9][C:10](=[O:12])[N:29]([CH2:28][C:23]3[CH:22]=[CH:21][C:20]4[S:16][CH:17]=[N:18][C:19]=4[CH:24]=3)[C:6]=2[N:7]=1, predict the reactants needed to synthesize it. The reactants are: [NH2:1][C:2]1[N:7]=[C:6](Cl)[C:5]([CH2:9][C:10]([O:12]CC)=O)=[C:4]([Cl:15])[N:3]=1.[S:16]1[C:20]2[CH:21]=[C:22](CN)[CH:23]=[CH:24][C:19]=2[N:18]=[CH:17]1.C[CH2:28][N:29](C(C)C)C(C)C. (2) Given the product [CH2:36]([N:3]1[N:2]=[N:1][C:5]([CH:6]([C:12]2[CH:17]=[CH:16][CH:15]=[CH:14][CH:13]=2)[C:7]([O:9][CH2:10][CH3:11])=[O:8])=[N:4]1)[CH2:35][CH2:34][CH2:33][CH2:32][CH2:31][CH2:30][CH2:29][CH2:28][CH2:27][CH2:26][CH3:25], predict the reactants needed to synthesize it. The reactants are: [N:1]1[NH:2][N:3]=[N:4][C:5]=1[CH:6]([C:12]1[CH:17]=[CH:16][CH:15]=[CH:14][CH:13]=1)[C:7]([O:9][CH2:10][CH3:11])=[O:8].C(N(CC)CC)C.[CH2:25](Br)[CH2:26][CH2:27][CH2:28][CH2:29][CH2:30][CH2:31][CH2:32][CH2:33][CH2:34][CH2:35][CH3:36]. (3) Given the product [NH2:1][C:2]1[S:3][C@:4]2([C:21]([O:23][CH3:24])=[O:22])[C@H:6]([C@:7]([C:10]3[CH:15]=[C:14]([NH2:16])[CH:13]=[C:12]([F:19])[C:11]=3[F:20])([CH3:9])[N:8]=1)[CH2:5]2, predict the reactants needed to synthesize it. The reactants are: [NH2:1][C:2]1[S:3][C@:4]2([C:21]([O:23][CH3:24])=[O:22])[C@H:6]([C@:7]([C:10]3[CH:15]=[C:14]([N+:16]([O-])=O)[CH:13]=[C:12]([F:19])[C:11]=3[F:20])([CH3:9])[N:8]=1)[CH2:5]2. (4) Given the product [Cl:34][C:35]1[CH:36]=[C:37]([CH2:41][C:42]([NH:2][CH2:3][C:4]2[CH:12]=[CH:11][CH:10]=[C:9]3[C:5]=2[C:6](=[O:22])[N:7]([CH:14]2[CH2:19][CH2:18][C:17](=[O:20])[NH:16][C:15]2=[O:21])[C:8]3=[O:13])=[O:43])[CH:38]=[CH:39][CH:40]=1, predict the reactants needed to synthesize it. The reactants are: Cl.[NH2:2][CH2:3][C:4]1[CH:12]=[CH:11][CH:10]=[C:9]2[C:5]=1[C:6](=[O:22])[N:7]([CH:14]1[CH2:19][CH2:18][C:17](=[O:20])[NH:16][C:15]1=[O:21])[C:8]2=[O:13].N12CCCN=C1CCCCC2.[Cl:34][C:35]1[CH:36]=[C:37]([CH2:41][C:42](O)=[O:43])[CH:38]=[CH:39][CH:40]=1.Cl.CN(C)CCCN=C=NCC. (5) Given the product [CH2:2]([C:6]1([OH:11])[CH2:10][CH2:9][CH2:8][CH2:7]1)[CH2:3][CH2:4][CH3:5], predict the reactants needed to synthesize it. The reactants are: [Li][CH2:2][CH2:3][CH2:4][CH3:5].[C:6]1(=[O:11])[CH2:10][CH2:9][CH:8]=[CH:7]1.[NH4+].[Cl-]. (6) Given the product [CH:30]1([C:27]2[CH:28]=[CH:29][C:24]([CH2:23][O:22][C:18]3[CH:17]=[C:16]4[C:21](=[CH:20][CH:19]=3)[N:13]([C:11](=[O:12])[CH2:10][NH:9][CH2:8][CH2:7][C:6]([OH:45])=[O:5])[CH2:14][CH2:15]4)=[CH:25][C:26]=2[O:33][C:34]([F:37])([F:35])[F:36])[CH2:31][CH2:32]1, predict the reactants needed to synthesize it. The reactants are: C([O:5][C:6](=[O:45])[CH2:7][CH2:8][N:9](C(OC(C)(C)C)=O)[CH2:10][C:11]([N:13]1[C:21]2[C:16](=[CH:17][C:18]([O:22][CH2:23][C:24]3[CH:29]=[CH:28][C:27]([CH:30]4[CH2:32][CH2:31]4)=[C:26]([O:33][C:34]([F:37])([F:36])[F:35])[CH:25]=3)=[CH:19][CH:20]=2)[CH2:15][CH2:14]1)=[O:12])(C)(C)C.C(O)(C(F)(F)F)=O. (7) Given the product [F:19][C:20]1[CH:25]=[CH:24][C:23]([S:26]([NH:9][C:8]2[C:3]([O:2][CH3:1])=[N:4][CH:5]=[C:6]([B:10]3[O:14][C:13]([CH3:16])([CH3:15])[C:12]([CH3:18])([CH3:17])[O:11]3)[CH:7]=2)(=[O:28])=[O:27])=[CH:22][CH:21]=1, predict the reactants needed to synthesize it. The reactants are: [CH3:1][O:2][C:3]1[C:8]([NH2:9])=[CH:7][C:6]([B:10]2[O:14][C:13]([CH3:16])([CH3:15])[C:12]([CH3:18])([CH3:17])[O:11]2)=[CH:5][N:4]=1.[F:19][C:20]1[CH:25]=[CH:24][C:23]([S:26](Cl)(=[O:28])=[O:27])=[CH:22][CH:21]=1.